Dataset: Full USPTO retrosynthesis dataset with 1.9M reactions from patents (1976-2016). Task: Predict the reactants needed to synthesize the given product. (1) Given the product [C:1]([C:3]1[CH:4]=[C:5]([N:9]([CH2:16][C:17]2[CH:18]=[N:19][CH:20]=[CH:21][CH:22]=2)[C:10](=[O:13])[CH2:11][CH3:12])[CH:6]=[CH:7][CH:8]=1)#[N:2], predict the reactants needed to synthesize it. The reactants are: [C:1]([C:3]1[CH:4]=[C:5]([NH:9][C:10](=[O:13])[CH2:11][CH3:12])[CH:6]=[CH:7][CH:8]=1)#[N:2].Br.Br[CH2:16][C:17]1[CH:18]=[N:19][CH:20]=[CH:21][CH:22]=1. (2) Given the product [CH2:1]([N:5]1[CH2:7][CH2:8][CH2:9][Si:10]1([CH3:13])[CH3:12])[CH2:2][CH2:3][CH3:4], predict the reactants needed to synthesize it. The reactants are: [CH2:1]([NH2:5])[CH2:2][CH2:3][CH3:4].Cl[CH2:7][CH2:8][CH2:9][Si:10]([CH3:13])([CH3:12])Cl.